Dataset: Cav3 T-type calcium channel HTS with 100,875 compounds. Task: Binary Classification. Given a drug SMILES string, predict its activity (active/inactive) in a high-throughput screening assay against a specified biological target. (1) The drug is O=c1n(c(nc2c1cccc2)CCC)c1ccc(OC)cc1. The result is 0 (inactive). (2) The drug is s1c(NC(=O)c2c(O)c3CCCCc3[nH]c2=O)nnc1CC. The result is 0 (inactive). (3) The drug is s1c2nc(nc(N3CCN(CC3)c3ccc(OC)cc3)c2c(c1C(OCC)=O)C)CC(OC)=O. The result is 0 (inactive). (4) The drug is O(Cc1nc2n(n1)cnc1n(ncc21)c1ccccc1)c1cc(OC)ccc1. The result is 0 (inactive). (5) The drug is S=C1N(C(CC2CCCCC2)CN1)CCc1c2c(ccc1)cccc2. The result is 0 (inactive). (6) The drug is O=C(C1NN=C(C1c1ccc(OC)cc1)C(OCC)=O)c1ccccc1. The result is 0 (inactive).